From a dataset of Catalyst prediction with 721,799 reactions and 888 catalyst types from USPTO. Predict which catalyst facilitates the given reaction. (1) Reactant: [C:1]1([N:7]=[C:8]=S)[CH:6]=[CH:5][CH:4]=[CH:3][CH:2]=1.[NH2:10][CH2:11][CH2:12][CH2:13][OH:14]. Product: [O:14]1[CH2:13][CH2:12][CH2:11][NH:10][C:8]1=[N:7][C:1]1[CH:6]=[CH:5][CH:4]=[CH:3][CH:2]=1. The catalyst class is: 1. (2) Reactant: [CH3:1][S:2]([C:5]1[CH:10]=[CH:9][C:8]([F:11])=[C:7]([N+:12]([O-])=O)[CH:6]=1)(=[O:4])=[O:3].[H][H]. Product: [F:11][C:8]1[CH:9]=[CH:10][C:5]([S:2]([CH3:1])(=[O:4])=[O:3])=[CH:6][C:7]=1[NH2:12]. The catalyst class is: 458. (3) Reactant: C[O:2][C:3](=[O:42])[C:4]1[CH:9]=[C:8]([CH2:10][C:11]([N:13]2[CH2:18][CH2:17][O:16][CH2:15][CH2:14]2)=[O:12])[C:7]([C:19]2[CH:20]=[C:21]3[C:26](=[CH:27][CH:28]=2)[N:25]=[C:24]([C:29]2[S:33][C:32]([CH3:34])=[N:31][C:30]=2[CH3:35])[CH:23]=[CH:22]3)=[C:6]([CH:36]2[CH2:41][CH2:40][CH2:39][CH2:38][CH2:37]2)[CH:5]=1.[OH-].[Na+].Cl. Product: [CH:36]1([C:6]2[CH:5]=[C:4]([CH:9]=[C:8]([CH2:10][C:11]([N:13]3[CH2:14][CH2:15][O:16][CH2:17][CH2:18]3)=[O:12])[C:7]=2[C:19]2[CH:20]=[C:21]3[C:26](=[CH:27][CH:28]=2)[N:25]=[C:24]([C:29]2[S:33][C:32]([CH3:34])=[N:31][C:30]=2[CH3:35])[CH:23]=[CH:22]3)[C:3]([OH:42])=[O:2])[CH2:41][CH2:40][CH2:39][CH2:38][CH2:37]1. The catalyst class is: 36. (4) Reactant: C(O)(=O)C.[Cl:5][C:6]1[CH:11]=[CH:10][CH:9]=[CH:8][C:7]=1[C:12]([C:19]1[CH:24]=[C:23]([O:25][CH2:26][CH3:27])[CH:22]=[CH:21][C:20]=1[N+:28]([O-])=O)([CH2:17][CH3:18])[C:13](OC)=[O:14].CCCCC. Product: [Cl:5][C:6]1[CH:11]=[CH:10][CH:9]=[CH:8][C:7]=1[C:12]1([CH2:17][CH3:18])[C:19]2[C:20](=[CH:21][CH:22]=[C:23]([O:25][CH2:26][CH3:27])[CH:24]=2)[NH:28][C:13]1=[O:14]. The catalyst class is: 415. (5) Reactant: [NH:1](C(OCC1C2C(=CC=CC=2)C2C1=CC=CC=2)=O)[C@H:2]([C:25]([O:27][CH3:28])=[O:26])[C@@H:3]([CH3:24])[O:4][C:5]([C:18]1[CH:23]=[CH:22][CH:21]=[CH:20][CH:19]=1)([C:12]1[CH:17]=[CH:16][CH:15]=[CH:14][CH:13]=1)[C:6]1[CH:11]=[CH:10][CH:9]=[CH:8][CH:7]=1.C(NCC)C. Product: [NH2:1][C@H:2]([C:25]([O:27][CH3:28])=[O:26])[C@@H:3]([CH3:24])[O:4][C:5]([C:6]1[CH:11]=[CH:10][CH:9]=[CH:8][CH:7]=1)([C:18]1[CH:19]=[CH:20][CH:21]=[CH:22][CH:23]=1)[C:12]1[CH:13]=[CH:14][CH:15]=[CH:16][CH:17]=1. The catalyst class is: 10. (6) Reactant: [NH:1]1[CH2:6][CH2:5][O:4][CH2:3][CH2:2]1.Cl[S:8]([C:11]1[CH:12]=[CH:13][C:14]([OH:21])=[C:15]([CH:20]=1)[C:16]([O:18][CH3:19])=[O:17])(=[O:10])=[O:9]. Product: [OH:21][C:14]1[CH:13]=[CH:12][C:11]([S:8]([N:1]2[CH2:6][CH2:5][O:4][CH2:3][CH2:2]2)(=[O:10])=[O:9])=[CH:20][C:15]=1[C:16]([O:18][CH3:19])=[O:17]. The catalyst class is: 4. (7) Reactant: [C:1]1([P:7](Cl)([C:9]2[CH:14]=[CH:13][CH:12]=[CH:11][CH:10]=2)=[O:8])[CH:6]=[CH:5][CH:4]=[CH:3][CH:2]=1.Cl.Cl.[NH:18]1[CH2:23][CH2:22][CH:21]([CH2:24][CH2:25][CH2:26][CH2:27][NH:28][C:29](=[O:38])[CH:30]=[CH:31][C:32]2[CH:33]=[N:34][CH:35]=[CH:36][CH:37]=2)[CH2:20][CH2:19]1.C1(N)C(F)=C(F)C(F)=C(N)C=1F.Cl.Cl. Product: [C:1]1([P:7]([C:9]2[CH:14]=[CH:13][CH:12]=[CH:11][CH:10]=2)([N:18]2[CH2:23][CH2:22][CH:21]([CH2:24][CH2:25][CH2:26][CH2:27][NH:28][C:29](=[O:38])[CH:30]=[CH:31][C:32]3[CH:33]=[N:34][CH:35]=[CH:36][CH:37]=3)[CH2:20][CH2:19]2)=[O:8])[CH:6]=[CH:5][CH:4]=[CH:3][CH:2]=1. The catalyst class is: 1. (8) Reactant: [Br:1][C:2]1[C:3](F)=[C:4]2[C:10]([NH:11][C:12](=[O:20])[C:13]3[CH:18]=[CH:17][C:16]([F:19])=[CH:15][CH:14]=3)=[CH:9][NH:8][C:5]2=[N:6][CH:7]=1.[NH:22]1[CH2:27][CH2:26][CH2:25][C@@H:24]([NH:28]C(=O)OC(C)(C)C)[CH2:23]1.C(O)(C(F)(F)F)=O.C(Cl)[Cl:44]. Product: [ClH:44].[NH2:28][C@@H:24]1[CH2:25][CH2:26][CH2:27][N:22]([C:3]2[C:2]([Br:1])=[CH:7][N:6]=[C:5]3[NH:8][CH:9]=[C:10]([NH:11][C:12](=[O:20])[C:13]4[CH:18]=[CH:17][C:16]([F:19])=[CH:15][CH:14]=4)[C:4]=23)[CH2:23]1. The catalyst class is: 114. (9) Reactant: [CH:1]1([CH:4]([C:6]2[CH:10]=[C:9]([C:11]3[CH:16]=[C:15]([CH3:17])[CH:14]=[CH:13][C:12]=3[F:18])[O:8][N:7]=2)[OH:5])[CH2:3][CH2:2]1.C(N(CC)CC)C.[CH3:26][S:27](Cl)(=[O:29])=[O:28]. Product: [CH:1]1([CH:4]([O:5][S:27]([CH3:26])(=[O:29])=[O:28])[C:6]2[CH:10]=[C:9]([C:11]3[CH:16]=[C:15]([CH3:17])[CH:14]=[CH:13][C:12]=3[F:18])[O:8][N:7]=2)[CH2:2][CH2:3]1. The catalyst class is: 4. (10) Reactant: [N+:1]([C:4]1[CH:9]=[CH:8][C:7]([CH:10]2[CH2:15][CH2:14][NH:13][CH2:12][CH2:11]2)=[CH:6][CH:5]=1)([O-:3])=[O:2].[CH2:16]=O. Product: [CH3:16][N:13]1[CH2:12][CH2:11][CH:10]([C:7]2[CH:8]=[CH:9][C:4]([N+:1]([O-:3])=[O:2])=[CH:5][CH:6]=2)[CH2:15][CH2:14]1. The catalyst class is: 106.